From a dataset of Peptide-MHC class II binding affinity with 134,281 pairs from IEDB. Regression. Given a peptide amino acid sequence and an MHC pseudo amino acid sequence, predict their binding affinity value. This is MHC class II binding data. (1) The MHC is DRB4_0101 with pseudo-sequence DRB4_0103. The binding affinity (normalized) is 0.490. The peptide sequence is QKRTLSLLQYARYPI. (2) The peptide sequence is GSGGVWREMHHLVEF. The MHC is DRB4_0103 with pseudo-sequence DRB4_0103. The binding affinity (normalized) is 0.550. (3) The peptide sequence is ALTGATEIQNSGGTS. The MHC is DRB1_0901 with pseudo-sequence DRB1_0901. The binding affinity (normalized) is 0.117.